From a dataset of TCR-epitope binding with 47,182 pairs between 192 epitopes and 23,139 TCRs. Binary Classification. Given a T-cell receptor sequence (or CDR3 region) and an epitope sequence, predict whether binding occurs between them. (1) The epitope is GTSGSPIIDK. The TCR CDR3 sequence is CASSLNPDTQYF. Result: 0 (the TCR does not bind to the epitope). (2) The epitope is LLLGIGILV. The TCR CDR3 sequence is CASSQGPLITEAFF. Result: 1 (the TCR binds to the epitope).